Dataset: Reaction yield outcomes from USPTO patents with 853,638 reactions. Task: Predict the reaction yield, written as a fraction of the theoretical maximum amount of product (1.0 means a 100% yield; for example, 0.34 means a 34% yield). The reactants are [C:1]([C:5]1[CH:12]=[CH:11][C:10]([N+:13]([O-:15])=[O:14])=[CH:9][C:6]=1[C:7]#[N:8])([CH3:4])([CH3:3])[CH3:2].B.C1COCC1.CO.Cl. The catalyst is C1COCC1.O. The product is [C:1]([C:5]1[CH:12]=[CH:11][C:10]([N+:13]([O-:15])=[O:14])=[CH:9][C:6]=1[CH2:7][NH2:8])([CH3:4])([CH3:2])[CH3:3]. The yield is 0.430.